From a dataset of Full USPTO retrosynthesis dataset with 1.9M reactions from patents (1976-2016). Predict the reactants needed to synthesize the given product. Given the product [NH2:11][C:10]1[CH:9]=[C:8]2[C:4](=[CH:3][C:2]=1[F:1])[C:5](=[O:15])[NH:6][C:7]2=[O:14], predict the reactants needed to synthesize it. The reactants are: [F:1][C:2]1[CH:3]=[C:4]2[C:8](=[CH:9][C:10]=1[N+:11]([O-])=O)[C:7](=[O:14])[NH:6][C:5]2=[O:15].[Sn](Cl)Cl.[OH-].[Na+].